This data is from Peptide-MHC class II binding affinity with 134,281 pairs from IEDB. The task is: Regression. Given a peptide amino acid sequence and an MHC pseudo amino acid sequence, predict their binding affinity value. This is MHC class II binding data. (1) The peptide sequence is QRMMAEIDTDGDGFI. The MHC is HLA-DPA10201-DPB10501 with pseudo-sequence HLA-DPA10201-DPB10501. The binding affinity (normalized) is 0. (2) The peptide sequence is NLARTISEAGQAMAS. The MHC is DRB1_0301 with pseudo-sequence DRB1_0301. The binding affinity (normalized) is 0.236. (3) The peptide sequence is IEVNPPFGDSYIIVG. The MHC is DRB1_1501 with pseudo-sequence DRB1_1501. The binding affinity (normalized) is 0.125. (4) The peptide sequence is APGAAAAPLSWSKDI. The MHC is DRB1_0901 with pseudo-sequence DRB1_0901. The binding affinity (normalized) is 0.470. (5) The peptide sequence is AFKVAATAANAAP. The MHC is DRB3_0101 with pseudo-sequence DRB3_0101. The binding affinity (normalized) is 0.0445. (6) The peptide sequence is AAATAGTTVYGASAA. The MHC is HLA-DPA10103-DPB10601 with pseudo-sequence HLA-DPA10103-DPB10601. The binding affinity (normalized) is 0.